Task: Predict the reaction yield, written as a fraction of the theoretical maximum amount of product (1.0 means a 100% yield; for example, 0.34 means a 34% yield).. Dataset: Reaction yield outcomes from USPTO patents with 853,638 reactions (1) The reactants are C(O)(C(F)(F)F)=O.C([O:12][C:13]([N:15]1[CH2:18][CH2:17][C@H:16]1[CH2:19][O:20][C:21]1[CH:22]=[C:23]([N:27]2[CH2:32][CH:31]3[CH:29]([CH2:30]3)[CH2:28]2)[CH:24]=[N:25][CH:26]=1)=[O:14])(C)(C)C.ClC(O[CH2:37][C:38]1[CH:43]=[CH:42][CH:41]=[CH:40][CH:39]=1)=O.[OH-].[Na+]. The catalyst is C(Cl)Cl.O. The product is [CH2:37]([O:12][C:13]([N:15]1[CH2:18][CH2:17][C@H:16]1[CH2:19][O:20][C:21]1[CH:22]=[C:23]([N:27]2[CH2:28][CH:29]3[CH:31]([CH2:30]3)[CH2:32]2)[CH:24]=[N:25][CH:26]=1)=[O:14])[C:38]1[CH:43]=[CH:42][CH:41]=[CH:40][CH:39]=1. The yield is 0.670. (2) The reactants are [C:1]([O:5][C:6](=[O:33])[NH:7][CH2:8][CH2:9][CH2:10][NH:11][CH:12]([C:15]1[N:16]([CH2:26][C:27]2[CH:32]=[CH:31][CH:30]=[CH:29][CH:28]=2)[C:17](=[O:25])[C:18]2[C:23]([CH3:24])=[N:22][O:21][C:19]=2[N:20]=1)[CH2:13][CH3:14])([CH3:4])([CH3:3])[CH3:2].[CH3:34][C:35]1[CH:43]=[CH:42][C:38]([C:39](Cl)=[O:40])=[CH:37][CH:36]=1.C(N(CC)CC)C. The catalyst is C(Cl)Cl. The product is [C:1]([O:5][C:6](=[O:33])[NH:7][CH2:8][CH2:9][CH2:10][N:11]([CH:12]([C:15]1[N:16]([CH2:26][C:27]2[CH:32]=[CH:31][CH:30]=[CH:29][CH:28]=2)[C:17](=[O:25])[C:18]2[C:23]([CH3:24])=[N:22][O:21][C:19]=2[N:20]=1)[CH2:13][CH3:14])[C:39](=[O:40])[C:38]1[CH:42]=[CH:43][C:35]([CH3:34])=[CH:36][CH:37]=1)([CH3:2])([CH3:3])[CH3:4]. The yield is 0.760. (3) The reactants are [H-].[Na+].C[O:4][CH2:5][C:6]([O:8][CH3:9])=O.[CH3:10][CH:11]([CH3:15])[C:12](=[O:14])[CH3:13]. The catalyst is CCOCC. The product is [CH3:9][O:8][CH2:6][C:5](=[O:4])[CH2:13][C:12](=[O:14])[CH:11]([CH3:15])[CH3:10]. The yield is 0.800. (4) The reactants are [C:1]([O:6][CH2:7][CH3:8])(=[O:5])[CH:2]([CH3:4])[CH3:3].[Li+].CC([N-]C(C)C)C.Br[CH2:18][CH2:19][CH2:20][CH2:21][CH2:22][Br:23].[NH4+].[Cl-].Cl. The catalyst is C1COCC1.CN1C(=O)N(C)CCC1. The product is [Br:23][CH2:22][CH2:21][CH2:20][CH2:19][CH2:18][C:2]([CH3:4])([CH3:3])[C:1]([O:6][CH2:7][CH3:8])=[O:5]. The yield is 0.320. (5) The reactants are [CH3:1][CH:2]([S-:4])[CH3:3].[Na+].Cl[C:7]1[C:20]2[C:11](=[C:12]3[C:17](=[CH:18][CH:19]=2)[CH:16]=[CH:15][CH:14]=[N:13]3)[N:10]=[C:9]([CH3:21])[CH:8]=1. The catalyst is CO. The product is [CH3:21][C:9]1[CH:8]=[C:7]([S:4][CH:2]([CH3:3])[CH3:1])[C:20]2[C:11](=[C:12]3[C:17](=[CH:18][CH:19]=2)[CH:16]=[CH:15][CH:14]=[N:13]3)[N:10]=1. The yield is 0.800.